From a dataset of Experimentally validated miRNA-target interactions with 360,000+ pairs, plus equal number of negative samples. Binary Classification. Given a miRNA mature sequence and a target amino acid sequence, predict their likelihood of interaction. (1) The miRNA is mmu-miR-107-3p with sequence AGCAGCAUUGUACAGGGCUAUCA. The protein sequence of the target gene is MLHFIQKVSGASSKMLKNPFTVRLGAGRIDILSLKTCLLQNFSSLPPRTWLSPSFQVCMRKIQCYHVSPCNFKKQKAVLPPKKRSTITYLLDSPKPALYITLAGLIPFTAPPLLMVITKSYIPVLAFTQMAYGAGFLAFLGGIRWGFVLPESSPAKPDYINLASSMSPILFSWAAILFSERLNEAIVTLIIGLGIALHNELFLLPHYPNWFKALRIVSTLVAFISFVVTLILENIYPEKGPKRPD. Result: 0 (no interaction). (2) The miRNA is hsa-miR-186-3p with sequence GCCCAAAGGUGAAUUUUUUGGG. The protein sequence of the target gene is MMEEEELEFVEELEAVLQLTPEVQLAIEQVFPSQDPLDRADFNAVEYINTLFPTEQSLANIDEVVNKIRLKIRRLDDNIRTVVRGQTNVGQDGRQALEEAQKAIQQLFGKIKDIKDKAEKSEQMVKEITRDIKQLDHAKRHLTTSITTLNHLHMLAGGVDSLEAMTRRRQYGEVANLLQGVMNVLEHFHKYMGIPQIRQLSERVKAAQTELGQQILADFEEAFPSQGTKRPGGPSNVLRDACLVANILDPRIKQEIIKKFIKQHLSEYLVLFQENQDVAWLDKIDRRYAWIKRQLVDYEE.... Result: 1 (interaction). (3) The miRNA is hsa-miR-149-5p with sequence UCUGGCUCCGUGUCUUCACUCCC. The protein sequence of the target gene is MEKFKAAMLLGSVGDALGYRNVCKENSTVGMKIQEELQRSGGLDHLVLSPGEWPVSDNTIMHIATAEALTTDYWCLDDLYREMVRCYVEIVEKLPERRPDPATIEGCAQLKPNNYLLAWHTPFNEKGSGFGAATKAMCIGLRYWKPERLETLIEVSVECGRMTHNHPTGFLGSLCTALFVSFAAQGKPLVQWGRDMLRAVPLAEEYCRKTIRHTAEYQEHWFYFEAKWQFYLEERKISKDSENKAIFPDNYDAEEREKTYRKWSSEGRGGRRGHDAPMIAYDALLAAGNSWTELCHRAMF.... Result: 0 (no interaction). (4) The miRNA is hsa-miR-558 with sequence UGAGCUGCUGUACCAAAAU. The protein sequence of the target gene is MPRVHNIKKSLTPHISCVTNESDNLLDFLPDRLRAKLLPFQKDGIIFALKRNGRCMVADEMGLGKTIQAIGITYFYKEEWPLLIVVPSSLRYPWTEEIEKWIPELSPEEINVIQNKTDVRRMSTSKVTVLGYGLLTADAKTLIDALNNQNFKVVIVDESHYMKSRNATRSRILLPIVQKARRAILLTGTPALGRPEELFMQIEALFPQKFGRWTDYAKRYCNAHIRYFGKRPQWDCRGASNLNELHQLLSDIMIRRLKTEVLTQLPPKVRQRIPFDLPSAAAKELNTSFEEWEKIMRTPN.... Result: 0 (no interaction). (5) The miRNA is hsa-miR-1301-5p with sequence CGCUCUAGGCACCGCAGCA. The protein sequence of the target gene is MGFLWTGSWILVLVLNSGPIQAFPKPEGSQDKSLHNRELSAERPLNEQIAEAEADKIKKAFPSESKPSESNYSSVDNLNLLRAITEKETVEKERQSIRSPPFDNQLNVEDADSTKNRKLIDEYDSTKSGLDHKFQDDPDGLHQLDGTPLTAEDIVHKIATRIYEENDRGVFDKIVSKLLNLGLITESQAHTLEDEVAEALQKLISKEANNYEETLDKPTSRTENQDGKIPEKVTPVAAVQDGFTNRENDETVSNTLTLSNGLERRTNPHREDDFEELQYFPNFYALLTSIDSEKEAKEKE.... Result: 0 (no interaction). (6) The miRNA is cel-miR-62 with sequence UGAUAUGUAAUCUAGCUUACAG. The protein sequence of the target gene is MTEYKLVVVGDGGVGKSALTIQLIQNHFVEEYDPTIEDSYRKQVVIDGETCLLDILDTAGQEEYSAMRDQYMRTGEGFLLVFAVNEAKSFENVANYREQIRRVKDSDDVPMVLVGNKCDLSSRSVDFRTVSETAKGYGIPNVDTSAKTRMGVDEAFYTLVREIRKHRERHDNNKPQKKKKCQIM. Result: 0 (no interaction). (7) The miRNA is hsa-miR-1245b-3p with sequence UCAGAUGAUCUAAAGGCCUAUA. Result: 0 (no interaction). The protein sequence of the target gene is MAAAAGSCARVAAWGGKLRRGLAVSRQAVRSPGPLAAAVAGAALAGAGAAWHHSRVSVAARDGSFTVSAQKNVEHGIIYIGKPSLRKQRFMQFSSLEHEGEYYMTPRDFLFSVMFEQMERKTSVKKLTKKDIEDTLSGIQTAGCGSTFFRDLGDKGLISYTEYLFLLTILTKPHSGFHVAFKMLDTDGNEMIEKREFFKLQKIISKQDDLMTVKTNETGYQEAIVKEPEINTTLQMRFFGKRGQRKLHYKEFRRFMENLQTEIQEMEFLQFSKGLSFMRKEDFAEWLLFFTNTENKDIYW.... (8) The miRNA is hsa-miR-595 with sequence GAAGUGUGCCGUGGUGUGUCU. Result: 0 (no interaction). The protein sequence of the target gene is MPNTAMKKKVLLMGKSGSGKTSMRSIIFANYIARDTRRLGATIDVEHSHVRFLGNLVLNLWDCGGQDTFMENYFTSQRDNIFRNVEVLIYVFDVESRELEKDMHYYQSCLEAILQNSPDAKIFCLVHKMDLVQEDQRDLIFKEREEDLRRLSRPLECACFRTSIWDETLYKAWSSIVYQLIPNVQQLEMNLRNFAQIIEADEVLLFERATFLVISHYQCKEQRDVHRFEKISNIIKQFKLSCSKLAASFQSMEVRNSNFAAFIDIFTSNTYVMVVMSDPSIPSAATLINIRNARKHFEKL....